This data is from Forward reaction prediction with 1.9M reactions from USPTO patents (1976-2016). The task is: Predict the product of the given reaction. (1) Given the reactants [F:1][C:2]1[CH:3]=[C:4]([C@H:8]2[CH2:12][CH2:11][CH2:10][N:9]2[C:13]2[CH:18]=[CH:17][N:16]3[N:19]=[CH:20][C:21]([C:22]([OH:24])=O)=[C:15]3[N:14]=2)[CH:5]=[N:6][CH:7]=1.[CH:25]1[CH:26]=CC2N(O)N=[N:31][C:29]=2[CH:30]=1.CCN=C=NCCCN(C)C.C(N(CC)CC)C.N1CCCC1, predict the reaction product. The product is: [F:1][C:2]1[CH:3]=[C:4]([C@H:8]2[CH2:12][CH2:11][CH2:10][N:9]2[C:13]2[CH:18]=[CH:17][N:16]3[N:19]=[CH:20][C:21]([C:22]([N:31]4[CH2:26][CH2:25][CH2:30][CH2:29]4)=[O:24])=[C:15]3[N:14]=2)[CH:5]=[N:6][CH:7]=1. (2) Given the reactants [CH3:1][O:2][C:3]([C:5]1[CH:6]=[CH:7][C:8]([C:11]([OH:13])=[O:12])=[N:9][CH:10]=1)=[O:4].N1C=CC=CC=1.[C:20]1([CH3:30])[CH:25]=CC(S(Cl)(=O)=O)=C[CH:21]=1.C(=O)(O)[O-].[Na+], predict the reaction product. The product is: [CH3:1][O:2][C:3]([C:5]1[CH:6]=[CH:7][C:8]([C:11]([O:13][C:20]([CH3:30])([CH3:25])[CH3:21])=[O:12])=[N:9][CH:10]=1)=[O:4]. (3) The product is: [F:5][C:6]1[CH:11]=[CH:10][CH:9]=[CH:8][C:7]=1[S:12][C:14]1[C:18]2=[N:19][CH:20]=[CH:21][CH:22]=[C:17]2[NH:16][N:15]=1. Given the reactants C(O)CO.[F:5][C:6]1[CH:11]=[CH:10][CH:9]=[CH:8][C:7]=1[SH:12].I[C:14]1[C:18]2=[N:19][CH:20]=[CH:21][CH:22]=[C:17]2[NH:16][N:15]=1.C(=O)([O-])[O-].[K+].[K+], predict the reaction product.